Dataset: Choline transporter screen with 302,306 compounds. Task: Binary Classification. Given a drug SMILES string, predict its activity (active/inactive) in a high-throughput screening assay against a specified biological target. (1) The compound is O=C1N(C(N2C1CCC2)c1ccc(OC)cc1)c1noc(c1)C. The result is 0 (inactive). (2) The molecule is Brc1c(OCc2oc(C(OCC[NH+](C)C)=O)cc2)cccc1. The result is 0 (inactive). (3) The compound is S(CC(=O)NC1CCCC1)c1n(c2c(n(c(=O)n(c2=O)C)C)n1)CC. The result is 0 (inactive). (4) The molecule is O=C(NCCCCCNC(=O)c1cccnc1)c1cccnc1. The result is 0 (inactive). (5) The drug is O=c1[nH]c(=O)n(c2nc(N3CCCC3)n(CCCCCC)c12)C. The result is 0 (inactive). (6) The drug is Clc1ccc(C(=O)NC2=C(N(c3ccccc3)C)C(=O)c3c(C2=O)cccc3)cc1. The result is 0 (inactive). (7) The compound is OC(CN(C1CCN(CC1)C)C)c1ccccc1. The result is 0 (inactive). (8) The compound is O=C(N1CCN(CC1)CCO)N1c2c(C=Cc3c1cccc3)cccc2. The result is 0 (inactive). (9) The result is 0 (inactive). The drug is O=C(NC(C)C)C1C(CC=CC1)C(O)=O. (10) The compound is S(=O)(=O)(N(Cc1occc1)CC(=O)Nc1c(cccc1)C)c1cc(ccc1)C. The result is 0 (inactive).